The task is: Regression. Given two drug SMILES strings and cell line genomic features, predict the synergy score measuring deviation from expected non-interaction effect.. This data is from NCI-60 drug combinations with 297,098 pairs across 59 cell lines. (1) Drug 1: CNC(=O)C1=CC=CC=C1SC2=CC3=C(C=C2)C(=NN3)C=CC4=CC=CC=N4. Drug 2: CC1=C(N=C(N=C1N)C(CC(=O)N)NCC(C(=O)N)N)C(=O)NC(C(C2=CN=CN2)OC3C(C(C(C(O3)CO)O)O)OC4C(C(C(C(O4)CO)O)OC(=O)N)O)C(=O)NC(C)C(C(C)C(=O)NC(C(C)O)C(=O)NCCC5=NC(=CS5)C6=NC(=CS6)C(=O)NCCC[S+](C)C)O. Cell line: UACC62. Synergy scores: CSS=0.872, Synergy_ZIP=-3.45, Synergy_Bliss=-4.87, Synergy_Loewe=-5.07, Synergy_HSA=-3.86. (2) Drug 1: CC1CCC2CC(C(=CC=CC=CC(CC(C(=O)C(C(C(=CC(C(=O)CC(OC(=O)C3CCCCN3C(=O)C(=O)C1(O2)O)C(C)CC4CCC(C(C4)OC)O)C)C)O)OC)C)C)C)OC. Drug 2: CCC1(CC2CC(C3=C(CCN(C2)C1)C4=CC=CC=C4N3)(C5=C(C=C6C(=C5)C78CCN9C7C(C=CC9)(C(C(C8N6C)(C(=O)OC)O)OC(=O)C)CC)OC)C(=O)OC)O.OS(=O)(=O)O. Cell line: NCI-H460. Synergy scores: CSS=1.74, Synergy_ZIP=-0.381, Synergy_Bliss=0.154, Synergy_Loewe=0.672, Synergy_HSA=0.422. (3) Drug 1: C1=C(C(=O)NC(=O)N1)N(CCCl)CCCl. Drug 2: CC1CCCC2(C(O2)CC(NC(=O)CC(C(C(=O)C(C1O)C)(C)C)O)C(=CC3=CSC(=N3)C)C)C. Cell line: NCI-H522. Synergy scores: CSS=26.5, Synergy_ZIP=-3.48, Synergy_Bliss=-0.254, Synergy_Loewe=0.868, Synergy_HSA=0.949. (4) Drug 1: CS(=O)(=O)OCCCCOS(=O)(=O)C. Drug 2: C1CN(P(=O)(OC1)NCCCl)CCCl. Cell line: UACC-257. Synergy scores: CSS=4.50, Synergy_ZIP=-0.224, Synergy_Bliss=-0.199, Synergy_Loewe=-0.393, Synergy_HSA=-0.454. (5) Drug 1: CC1=C(C=C(C=C1)NC(=O)C2=CC=C(C=C2)CN3CCN(CC3)C)NC4=NC=CC(=N4)C5=CN=CC=C5. Drug 2: C1=CN(C=N1)CC(O)(P(=O)(O)O)P(=O)(O)O. Cell line: HOP-92. Synergy scores: CSS=-4.02, Synergy_ZIP=2.54, Synergy_Bliss=-2.00, Synergy_Loewe=-6.41, Synergy_HSA=-7.55. (6) Drug 1: C1C(C(OC1N2C=C(C(=O)NC2=O)F)CO)O. Drug 2: CC1=C2C(C(=O)C3(C(CC4C(C3C(C(C2(C)C)(CC1OC(=O)C(C(C5=CC=CC=C5)NC(=O)C6=CC=CC=C6)O)O)OC(=O)C7=CC=CC=C7)(CO4)OC(=O)C)O)C)OC(=O)C. Cell line: SF-295. Synergy scores: CSS=36.5, Synergy_ZIP=-10.6, Synergy_Bliss=-1.37, Synergy_Loewe=-35.0, Synergy_HSA=-1.66. (7) Drug 1: CC1=CC2C(CCC3(C2CCC3(C(=O)C)OC(=O)C)C)C4(C1=CC(=O)CC4)C. Drug 2: CC1=C(N=C(N=C1N)C(CC(=O)N)NCC(C(=O)N)N)C(=O)NC(C(C2=CN=CN2)OC3C(C(C(C(O3)CO)O)O)OC4C(C(C(C(O4)CO)O)OC(=O)N)O)C(=O)NC(C)C(C(C)C(=O)NC(C(C)O)C(=O)NCCC5=NC(=CS5)C6=NC(=CS6)C(=O)NCCC[S+](C)C)O. Cell line: CAKI-1. Synergy scores: CSS=14.5, Synergy_ZIP=-8.55, Synergy_Bliss=-10.1, Synergy_Loewe=-72.1, Synergy_HSA=-9.31. (8) Drug 1: C1=CC(=CC=C1C#N)C(C2=CC=C(C=C2)C#N)N3C=NC=N3. Drug 2: CCCCC(=O)OCC(=O)C1(CC(C2=C(C1)C(=C3C(=C2O)C(=O)C4=C(C3=O)C=CC=C4OC)O)OC5CC(C(C(O5)C)O)NC(=O)C(F)(F)F)O. Cell line: A498. Synergy scores: CSS=33.9, Synergy_ZIP=-1.36, Synergy_Bliss=-3.98, Synergy_Loewe=-6.95, Synergy_HSA=-5.95.